This data is from Forward reaction prediction with 1.9M reactions from USPTO patents (1976-2016). The task is: Predict the product of the given reaction. (1) Given the reactants C([O:3][C:4](=[O:24])[CH2:5][CH2:6][CH2:7][CH2:8][C:9](=[O:23])[C:10]1[CH:15]=[CH:14][C:13]([C:16]2[CH:21]=[CH:20][C:19]([Cl:22])=[CH:18][CH:17]=2)=[CH:12][CH:11]=1)C.[OH-].[Na+], predict the reaction product. The product is: [Cl:22][C:19]1[CH:18]=[CH:17][C:16]([C:13]2[CH:14]=[CH:15][C:10]([C:9]([CH2:8][CH2:7][CH2:6][CH2:5][C:4]([OH:24])=[O:3])=[O:23])=[CH:11][CH:12]=2)=[CH:21][CH:20]=1. (2) The product is: [F:21][C:18]([F:19])([F:20])[CH2:17][O:16][C:5]1[CH:6]=[CH:7][C:8]([O:10][CH2:11][C:12]([F:13])([F:14])[F:15])=[CH:9][C:4]=1[C:2](=[O:3])[CH:1]=[CH:25][C:24]1[CH:27]=[CH:28][CH:29]=[CH:30][C:23]=1[Cl:22]. Given the reactants [CH3:1][C:2]([C:4]1[CH:9]=[C:8]([O:10][CH2:11][C:12]([F:15])([F:14])[F:13])[CH:7]=[CH:6][C:5]=1[O:16][CH2:17][C:18]([F:21])([F:20])[F:19])=[O:3].[Cl:22][C:23]1[CH:30]=[CH:29][CH:28]=[CH:27][C:24]=1[CH:25]=O, predict the reaction product. (3) Given the reactants [CH2:1]([O:4][C:5]1[CH:6]=[C:7]2[C:12](=[CH:13][CH:14]=1)[NH:11][C:10](=[O:15])[CH2:9][CH2:8]2)[CH:2]=[CH2:3].C([O-])([O-])=O.[K+].[K+].[OH:22][N:23]=[C:24](Br)[Br:25], predict the reaction product. The product is: [Br:25][C:24]1[CH2:3][CH:2]([CH2:1][O:4][C:5]2[CH:6]=[C:7]3[C:12](=[CH:13][CH:14]=2)[NH:11][C:10](=[O:15])[CH2:9][CH2:8]3)[O:22][N:23]=1. (4) Given the reactants Br[C:2]1[CH:24]=[CH:23][C:5]2[CH2:6][CH:7]([CH3:22])[N:8]([C:18]([NH:20][CH3:21])=[O:19])[N:9]=[C:10]([C:11]3[CH:16]=[CH:15][C:14]([Cl:17])=[CH:13][CH:12]=3)[C:4]=2[CH:3]=1.[NH:25]1[CH2:30][CH2:29][O:28][CH2:27][CH2:26]1.CC(C)([O-])C.[Na+].C1C=CC(P(C2C=CC3C(=CC=CC=3)C=2C2C3C(=CC=CC=3)C=CC=2P(C2C=CC=CC=2)C2C=CC=CC=2)C2C=CC=CC=2)=CC=1.C(=O)(O)[O-].[Na+], predict the reaction product. The product is: [Cl:17][C:14]1[CH:13]=[CH:12][C:11]([C:10]2[C:4]3[CH:3]=[C:2]([N:25]4[CH2:30][CH2:29][O:28][CH2:27][CH2:26]4)[CH:24]=[CH:23][C:5]=3[CH2:6][CH:7]([CH3:22])[N:8]([C:18]([NH:20][CH3:21])=[O:19])[N:9]=2)=[CH:16][CH:15]=1.